This data is from Peptide-MHC class I binding affinity with 185,985 pairs from IEDB/IMGT. The task is: Regression. Given a peptide amino acid sequence and an MHC pseudo amino acid sequence, predict their binding affinity value. This is MHC class I binding data. (1) The peptide sequence is RLMAEALK. The MHC is Mamu-B08 with pseudo-sequence Mamu-B08. The binding affinity (normalized) is 0.195. (2) The MHC is H-2-Db with pseudo-sequence H-2-Db. The peptide sequence is SFMELENEPV. The binding affinity (normalized) is 0.0271. (3) The peptide sequence is VVLQQHSIAY. The MHC is HLA-A26:01 with pseudo-sequence HLA-A26:01. The binding affinity (normalized) is 0.